This data is from Forward reaction prediction with 1.9M reactions from USPTO patents (1976-2016). The task is: Predict the product of the given reaction. (1) Given the reactants [CH2:1]([C:3]1[CH:8]=[CH:7][C:6]([CH:9]2[CH2:14][NH:13][CH2:12][CH:11]([NH:15][C:16](=[O:19])[O:17][CH3:18])[CH2:10]2)=[CH:5][CH:4]=1)[CH3:2].[N:20]1([C:26](Cl)=[O:27])[CH2:25][CH2:24][O:23][CH2:22][CH2:21]1, predict the reaction product. The product is: [CH2:1]([C:3]1[CH:8]=[CH:7][C:6]([CH:9]2[CH2:14][N:13]([C:26]([N:20]3[CH2:25][CH2:24][O:23][CH2:22][CH2:21]3)=[O:27])[CH2:12][CH:11]([NH:15][C:16](=[O:19])[O:17][CH3:18])[CH2:10]2)=[CH:5][CH:4]=1)[CH3:2]. (2) Given the reactants [CH:1]([N:4]1[C:9](=[O:10])[CH:8]=[CH:7][C:6]([C:11]2[S:15][C:14]([C:16](OCC)=[O:17])=[N:13][C:12]=2[C:21]2[CH:26]=[CH:25][CH:24]=[CH:23][CH:22]=2)=[N:5]1)([CH3:3])[CH3:2].Cl.[NH2:28][CH2:29][C:30]([NH2:32])=[O:31].C(N(CC)CC)C.Cl, predict the reaction product. The product is: [NH2:32][C:30](=[O:31])[CH2:29][NH:28][C:16]([C:14]1[S:15][C:11]([C:6]2[CH:7]=[CH:8][C:9](=[O:10])[N:4]([CH:1]([CH3:3])[CH3:2])[N:5]=2)=[C:12]([C:21]2[CH:22]=[CH:23][CH:24]=[CH:25][CH:26]=2)[N:13]=1)=[O:17]. (3) Given the reactants I[CH2:2][C@@H:3]([CH3:16])[CH2:4][N:5]1[C:10]2[CH:11]=[CH:12][CH:13]=[CH:14][C:9]=2[O:8][CH2:7][C:6]1=[O:15].[CH2:17]([O:20][CH:21]1[CH2:26][CH2:25][NH:24][CH2:23][CH2:22]1)[CH2:18][CH3:19], predict the reaction product. The product is: [CH3:16][C@H:3]([CH2:2][N:24]1[CH2:25][CH2:26][CH:21]([O:20][CH2:17][CH2:18][CH3:19])[CH2:22][CH2:23]1)[CH2:4][N:5]1[C:10]2[CH:11]=[CH:12][CH:13]=[CH:14][C:9]=2[O:8][CH2:7][C:6]1=[O:15].